This data is from Forward reaction prediction with 1.9M reactions from USPTO patents (1976-2016). The task is: Predict the product of the given reaction. (1) Given the reactants [CH:1]1([C:5]2[C:9]3[CH2:10][N:11](C(OC(C)(C)C)=O)[CH2:12][CH2:13][C:8]=3[NH:7][N:6]=2)[CH2:4][CH2:3][CH2:2]1.Cl.O1CCOCC1, predict the reaction product. The product is: [CH:1]1([C:5]2[C:9]3[CH2:10][NH:11][CH2:12][CH2:13][C:8]=3[NH:7][N:6]=2)[CH2:4][CH2:3][CH2:2]1. (2) Given the reactants [C:1]([C:5]1[CH:9]=[C:8]([NH2:10])[N:7]([C:11]2[CH:16]=[CH:15][CH:14]=[CH:13][CH:12]=2)[N:6]=1)([CH3:4])([CH3:3])[CH3:2].[OH-].[Na+].Cl[C:20]([O:22][C:23]1[CH:28]=[CH:27][CH:26]=[CH:25][CH:24]=1)=[O:21], predict the reaction product. The product is: [C:1]([C:5]1[CH:9]=[C:8]([NH:10][C:20](=[O:21])[O:22][C:23]2[CH:28]=[CH:27][CH:26]=[CH:25][CH:24]=2)[N:7]([C:11]2[CH:16]=[CH:15][CH:14]=[CH:13][CH:12]=2)[N:6]=1)([CH3:4])([CH3:2])[CH3:3]. (3) Given the reactants [C:1]1([C:7]2[O:11][N:10]=[CH:9][C:8]=2[CH2:12][CH2:13][C:14]([OH:16])=[O:15])[CH:6]=[CH:5][CH:4]=[CH:3][CH:2]=1.S(=O)(=O)(O)O.[CH3:22]O, predict the reaction product. The product is: [C:1]1([C:7]2[O:11][N:10]=[CH:9][C:8]=2[CH2:12][CH2:13][C:14]([O:16][CH3:22])=[O:15])[CH:2]=[CH:3][CH:4]=[CH:5][CH:6]=1. (4) Given the reactants C(OC([N:8]1[C:12]2=[N:13][CH:14]=[C:15]([C:17]3[CH:22]=[CH:21][C:20]([O:23][CH3:24])=[C:19]([N:25](C(OC(C)(C)C)=O)[S:26]([CH3:29])(=[O:28])=[O:27])[CH:18]=3)[CH:16]=[C:11]2[C:10]([C:37]2[C:38]([CH3:51])=[N:39][N:40]([CH2:43][C:44]3[CH:49]=[CH:48][CH:47]=[C:46]([F:50])[CH:45]=3)[C:41]=2[CH3:42])=[C:9]1[CH:52]1[CH2:54][CH2:53]1)=O)(C)(C)C.CO.Cl, predict the reaction product. The product is: [CH:52]1([C:9]2[NH:8][C:12]3=[N:13][CH:14]=[C:15]([C:17]4[CH:22]=[CH:21][C:20]([O:23][CH3:24])=[C:19]([NH:25][S:26]([CH3:29])(=[O:28])=[O:27])[CH:18]=4)[CH:16]=[C:11]3[C:10]=2[C:37]2[C:38]([CH3:51])=[N:39][N:40]([CH2:43][C:44]3[CH:49]=[CH:48][CH:47]=[C:46]([F:50])[CH:45]=3)[C:41]=2[CH3:42])[CH2:54][CH2:53]1. (5) Given the reactants Br[C:2]1[C:10]2[N:9]3[CH2:11][CH2:12][NH:13][C:14](=[O:15])[C:8]3=[C:7]([CH3:16])[C:6]=2[CH:5]=[C:4]([F:17])[CH:3]=1.[F:18][C:19]1[N:24]=[CH:23][C:22](B(O)O)=[CH:21][CH:20]=1, predict the reaction product. The product is: [F:17][C:4]1[CH:3]=[C:2]([C:22]2[CH:23]=[N:24][C:19]([F:18])=[CH:20][CH:21]=2)[C:10]2[N:9]3[CH2:11][CH2:12][NH:13][C:14](=[O:15])[C:8]3=[C:7]([CH3:16])[C:6]=2[CH:5]=1. (6) Given the reactants ClC1C(CO)=CC(F)=C(C=1)C(OC)=O.[CH:15]1([C:18]2[C:19]([CH2:32][OH:33])=[CH:20][C:21]([F:31])=[C:22]([CH:30]=2)[C:23]([O:25][C:26]([CH3:29])([CH3:28])[CH3:27])=[O:24])[CH2:17][CH2:16]1.ClC1C=C(O)C=NC=1OCC(F)(F)C(F)F.[Cl:50][C:51]1[CH:52]=[C:53](O)[CH:54]=[C:55]([O:57][C:58]([F:61])([F:60])[F:59])[CH:56]=1, predict the reaction product. The product is: [Cl:50][C:51]1[CH:52]=[C:53]([CH:54]=[C:55]([O:57][C:58]([F:59])([F:60])[F:61])[CH:56]=1)[O:33][CH2:32][C:19]1[C:18]([CH:15]2[CH2:17][CH2:16]2)=[CH:30][C:22]([C:23]([O:25][C:26]([CH3:28])([CH3:29])[CH3:27])=[O:24])=[C:21]([F:31])[CH:20]=1. (7) Given the reactants [C:1]([NH:9][C:10]1[C:11]2[N:12]=[CH:13][N:14]([C:30]=2[N:31]=[CH:32][N:33]=1)[C@@H:15]1[O:29][C@H:19]([CH2:20][O:21][Si:22]([C:25]([CH3:28])([CH3:27])[CH3:26])([CH3:24])[CH3:23])[C@@H:17]([OH:18])[CH2:16]1)(=[O:8])[C:2]1[CH:7]=[CH:6][CH:5]=[CH:4][CH:3]=1.[CH3:34][S:35]([CH3:37])=O.C(OC(=O)C)(=O)C.C([O-])(O)=O.[Na+], predict the reaction product. The product is: [C:1]([NH:9][C:10]1[C:11]2[N:12]=[CH:13][N:14]([C:30]=2[N:31]=[CH:32][N:33]=1)[C@@H:15]1[O:29][C@H:19]([CH2:20][O:21][Si:22]([C:25]([CH3:26])([CH3:27])[CH3:28])([CH3:24])[CH3:23])[C@@H:17]([O:18][CH2:34][S:35][CH3:37])[CH2:16]1)(=[O:8])[C:2]1[CH:3]=[CH:4][CH:5]=[CH:6][CH:7]=1.